Dataset: Catalyst prediction with 721,799 reactions and 888 catalyst types from USPTO. Task: Predict which catalyst facilitates the given reaction. (1) Reactant: Cl.[NH2:2][CH2:3][CH2:4][NH:5][C:6]1[C:7]([C:11]2[N:15]([C:16]3[CH:21]=[CH:20][C:19]([F:22])=[C:18]([Br:23])[CH:17]=3)[C:14](=[O:24])[O:13][N:12]=2)=[N:8][O:9][N:10]=1.Cl[S:26]([NH:29][C:30](=[O:36])[O:31][C:32]([CH3:35])([CH3:34])[CH3:33])(=[O:28])=[O:27].C(N(CC)CC)C. Product: [Br:23][C:18]1[CH:17]=[C:16]([N:15]2[C:14](=[O:24])[O:13][N:12]=[C:11]2[C:7]2[C:6]([NH:5][CH2:4][CH2:3][NH:2][S:26]([NH:29][C:30](=[O:36])[O:31][C:32]([CH3:34])([CH3:33])[CH3:35])(=[O:27])=[O:28])=[N:10][O:9][N:8]=2)[CH:21]=[CH:20][C:19]=1[F:22]. The catalyst class is: 4. (2) Reactant: [N+:1]([C:4]1[CH:12]=[C:11]([C:13]([NH:15][N:16]=[C:17]([C:19]2[C:23]([OH:24])=[C:22]([C:25]3[CH:30]=[CH:29][C:28]([C:31]([CH3:34])([CH3:33])[CH3:32])=[CH:27][CH:26]=3)[S:21][CH:20]=2)[CH3:18])=[O:14])[CH:10]=[CH:9][C:5]=1[C:6](O)=[O:7])([O-:3])=[O:2].C(N(CC)CC)C.ClC(OCC(C)C)=O.[CH3:50][N:51]1[CH2:56][CH2:55][NH:54][CH2:53][CH2:52]1.Cl. Product: [C:31]([C:28]1[CH:27]=[CH:26][C:25]([C:22]2[S:21][CH:20]=[C:19]([C:17](=[N:16][NH:15][C:13](=[O:14])[C:11]3[CH:10]=[CH:9][C:5]([C:6]([N:54]4[CH2:55][CH2:56][N:51]([CH3:50])[CH2:52][CH2:53]4)=[O:7])=[C:4]([N+:1]([O-:3])=[O:2])[CH:12]=3)[CH3:18])[C:23]=2[OH:24])=[CH:30][CH:29]=1)([CH3:34])([CH3:32])[CH3:33]. The catalyst class is: 60.